This data is from Aqueous solubility values for 9,982 compounds from the AqSolDB database. The task is: Regression/Classification. Given a drug SMILES string, predict its absorption, distribution, metabolism, or excretion properties. Task type varies by dataset: regression for continuous measurements (e.g., permeability, clearance, half-life) or binary classification for categorical outcomes (e.g., BBB penetration, CYP inhibition). For this dataset (solubility_aqsoldb), we predict Y. (1) The drug is CNCCS(=O)(=O)[O-].[Na+]. The Y is 0.191 log mol/L. (2) The compound is CCCCOC(=O)c1ccccc1N/N=C1\C(=O)C(C(=O)Nc2ccc3[nH]c(=O)[nH]c3c2)=Cc2ccccc21. The Y is -8.21 log mol/L. (3) The molecule is CCCCOC. The Y is -0.991 log mol/L. (4) The molecule is C=C[Si](C)(C)O[Si](C)(C)C=C. The Y is -5.95 log mol/L.